Task: Predict the product of the given reaction.. Dataset: Forward reaction prediction with 1.9M reactions from USPTO patents (1976-2016) (1) Given the reactants [CH3:1][C:2]([O:5][C:6]([NH:8][C@H:9]1[CH2:13][CH2:12][N:11]([C@H:14]([C:19]([N:21]2[CH2:26][CH2:25][O:24][CH2:23][CH2:22]2)=[O:20])[CH2:15][C:16](O)=[O:17])[C:10]1=[O:27])=[O:7])([CH3:4])[CH3:3].C[N:29](C(ON1N=NC2C=CC=CC1=2)=[N+](C)C)C.[B-](F)(F)(F)F.CCN(C(C)C)C(C)C.N.C(=O)([O-])[O-], predict the reaction product. The product is: [NH2:29][C:16](=[O:17])[CH2:15][C@H:14]([N:11]1[CH2:12][CH2:13][C@H:9]([NH:8][C:6](=[O:7])[O:5][C:2]([CH3:3])([CH3:1])[CH3:4])[C:10]1=[O:27])[C:19]([N:21]1[CH2:22][CH2:23][O:24][CH2:25][CH2:26]1)=[O:20]. (2) Given the reactants [C:1]([C:3]1[CH:8]=[CH:7][C:6]([N:9]([CH3:14])[CH2:10]C(O)=O)=[CH:5][CH:4]=1)#[N:2].[N:15]1[CH:20]=[CH:19][CH:18]=[CH:17][C:16]=1[N:21]([CH2:33][CH2:34][C:35]([O:37][CH2:38][CH3:39])=[O:36])[C:22](=[O:32])[C:23]1[CH:28]=[CH:27][C:26]([NH:29][CH3:30])=[C:25]([NH2:31])[CH:24]=1.Cl[CH2:41]Cl.CO, predict the reaction product. The product is: [N:15]1[CH:20]=[CH:19][CH:18]=[CH:17][C:16]=1[N:21]([CH2:33][CH2:34][C:35]([O:37][CH2:38][CH3:39])=[O:36])[C:22]([C:23]1[CH:28]=[CH:27][C:26]2[N:29]([CH3:41])[C:30]([CH2:14][N:9]([C:6]3[CH:7]=[CH:8][C:3]([C:1]#[N:2])=[CH:4][CH:5]=3)[CH3:10])=[N:31][C:25]=2[CH:24]=1)=[O:32]. (3) The product is: [O:1]1[CH:5]=[CH:4][CH:3]=[C:2]1[CH2:6][NH:7][CH2:8][CH2:9][C:10]([O:12][CH2:13][CH3:14])=[O:11]. Given the reactants [O:1]1[CH:5]=[CH:4][CH:3]=[C:2]1[CH:6]=[N:7][CH2:8][CH2:9][C:10]([O:12][CH2:13][CH3:14])=[O:11].[BH4-].[Na+], predict the reaction product. (4) Given the reactants [C:1]1([CH2:7][CH2:8][CH2:9][NH:10][C:11]2[N:19]=[CH:18][CH:17]=[CH:16][C:12]=2[C:13]([OH:15])=O)[CH:6]=[CH:5][CH:4]=[CH:3][CH:2]=1.[CH3:20][C:21]([NH2:25])([C:23]#[CH:24])[CH3:22].C1C=CC2N(O)N=NC=2C=1.CCN=C=NCCCN(C)C.CCN(C(C)C)C(C)C, predict the reaction product. The product is: [CH3:20][C:21]([NH:25][C:13](=[O:15])[C:12]1[CH:16]=[CH:17][CH:18]=[N:19][C:11]=1[NH:10][CH2:9][CH2:8][CH2:7][C:1]1[CH:2]=[CH:3][CH:4]=[CH:5][CH:6]=1)([C:23]#[CH:24])[CH3:22]. (5) Given the reactants [CH3:1][C:2]1[CH:3]=[N:4][C:5]2[C:10]([C:11]=1[C:12]1[CH:13]=[C:14]([OH:18])[CH:15]=[CH:16][CH:17]=1)=[CH:9][CH:8]=[CH:7][C:6]=2[C:19]([F:22])([F:21])[F:20].[Cl:23][C:24]1[CH:32]=[CH:31][C:30]([S:33]([CH3:36])(=[O:35])=[O:34])=[CH:29][C:25]=1[C:26](O)=[O:27], predict the reaction product. The product is: [Cl:23][C:24]1[CH:32]=[CH:31][C:30]([S:33]([CH3:36])(=[O:35])=[O:34])=[CH:29][C:25]=1[C:26]([O:18][C:14]1[CH:15]=[CH:16][CH:17]=[C:12]([C:11]2[C:10]3[C:5](=[C:6]([C:19]([F:22])([F:20])[F:21])[CH:7]=[CH:8][CH:9]=3)[N:4]=[CH:3][C:2]=2[CH3:1])[CH:13]=1)=[O:27]. (6) Given the reactants [O:1]([CH2:9][C@H:10]1[C@H:18]2[N:13]([C:14]3[CH:22]=[CH:21][C:20]([N:23]4[CH2:28][CH2:27][C@@H:26]([O:29][Si:30]([C:43]([CH3:46])([CH3:45])[CH3:44])([C:37]5[CH:42]=[CH:41][CH:40]=[CH:39][CH:38]=5)[C:31]5[CH:36]=[CH:35][CH:34]=[CH:33][CH:32]=5)[CH2:25][C:24]4=[O:47])=[CH:19][C:15]=3[O:16][CH2:17]2)[C:12](=[O:48])[O:11]1)[Si](C(C)(C)C)(C)C.B(Cl)(Cl)Cl.ClCCl, predict the reaction product. The product is: [O:29]([C@@H:26]1[CH2:27][CH2:28][N:23]([C:20]2[CH:21]=[CH:22][C:14]3[N:13]4[C:12](=[O:48])[O:11][C@@H:10]([CH2:9][OH:1])[C@@H:18]4[CH2:17][O:16][C:15]=3[CH:19]=2)[C:24](=[O:47])[CH2:25]1)[Si:30]([C:43]([CH3:45])([CH3:44])[CH3:46])([C:31]1[CH:32]=[CH:33][CH:34]=[CH:35][CH:36]=1)[C:37]1[CH:38]=[CH:39][CH:40]=[CH:41][CH:42]=1. (7) Given the reactants Cl.Cl.[NH2:3][CH2:4][CH2:5][C:6]1[CH:38]=[CH:37][C:9]([O:10][C:11]2[CH:12]=[CH:13][C:14]3[N:18]=[C:17]([CH2:19][O:20][C:21]4[CH:34]=[CH:33][C:24]([CH2:25][CH:26]5[S:30][C:29](=[O:31])[NH:28][C:27]5=[O:32])=[CH:23][CH:22]=4)[N:16]([CH3:35])[C:15]=3[CH:36]=2)=[CH:8][CH:7]=1.C(N(CC)C(C)C)(C)C.[Cl:48][C:49]1[CH:54]=[CH:53][C:52]([S:55](Cl)(=[O:57])=[O:56])=[CH:51][CH:50]=1, predict the reaction product. The product is: [ClH:48].[Cl:48][C:49]1[CH:54]=[CH:53][C:52]([S:55]([NH:3][CH2:4][CH2:5][C:6]2[CH:7]=[CH:8][C:9]([O:10][C:11]3[CH:12]=[CH:13][C:14]4[N:18]=[C:17]([CH2:19][O:20][C:21]5[CH:34]=[CH:33][C:24]([CH2:25][CH:26]6[S:30][C:29](=[O:31])[NH:28][C:27]6=[O:32])=[CH:23][CH:22]=5)[N:16]([CH3:35])[C:15]=4[CH:36]=3)=[CH:37][CH:38]=2)(=[O:57])=[O:56])=[CH:51][CH:50]=1. (8) Given the reactants [C:1]1([CH2:11]P(=O)(OCC)OCC)[C:10]2[C:5](=[CH:6][CH:7]=[CH:8][CH:9]=2)[CH:4]=[CH:3][CH:2]=1.CC(C)([O-])C.[K+].[CH:26]([C:28]1[N:29]=[C:30]([CH:33]2[CH2:38][CH2:37][N:36]([C:39]([O:41][C:42]([CH3:45])([CH3:44])[CH3:43])=[O:40])[CH2:35][CH2:34]2)[S:31][CH:32]=1)=O.[Cl-].[NH4+], predict the reaction product. The product is: [C:1]1(/[CH:11]=[CH:26]/[C:28]2[N:29]=[C:30]([CH:33]3[CH2:34][CH2:35][N:36]([C:39]([O:41][C:42]([CH3:45])([CH3:44])[CH3:43])=[O:40])[CH2:37][CH2:38]3)[S:31][CH:32]=2)[C:10]2[C:5](=[CH:6][CH:7]=[CH:8][CH:9]=2)[CH:4]=[CH:3][CH:2]=1.